From a dataset of Full USPTO retrosynthesis dataset with 1.9M reactions from patents (1976-2016). Predict the reactants needed to synthesize the given product. Given the product [Cl:18][C:17]1[C:8]([CH2:7][N:4]2[CH2:5][CH2:6][C@@H:2]([NH:1][C:48](=[O:49])[CH2:47][NH:45][CH3:43])[CH2:3]2)=[C:9]([C:34]([F:35])([F:36])[F:37])[CH:10]=[C:11]2[C:16]=1[NH:15][C:14](=[O:19])[N:13]([CH2:20][C:21]1[CH:26]=[C:25]([Cl:27])[CH:24]=[CH:23][C:22]=1[S:28]([CH2:31][CH3:32])(=[O:30])=[O:29])[C:12]2=[O:33], predict the reactants needed to synthesize it. The reactants are: [NH2:1][C@@H:2]1[CH2:6][CH2:5][N:4]([CH2:7][C:8]2[C:17]([Cl:18])=[C:16]3[C:11]([C:12](=[O:33])[N:13]([CH2:20][C:21]4[CH:26]=[C:25]([Cl:27])[CH:24]=[CH:23][C:22]=4[S:28]([CH2:31][CH3:32])(=[O:30])=[O:29])[C:14](=[O:19])[NH:15]3)=[CH:10][C:9]=2[C:34]([F:37])([F:36])[F:35])[CH2:3]1.C(O[C:43]([N:45]([CH2:47][C:48](O)=[O:49])C)=O)(C)(C)C.CN(C(ON1N=NC2C=CC=NC1=2)=[N+](C)C)C.F[P-](F)(F)(F)(F)F.CN(C(ON1N=NC2C=CC=CC1=2)=[N+](C)C)C.F[P-](F)(F)(F)(F)F.